From a dataset of NCI-60 drug combinations with 297,098 pairs across 59 cell lines. Regression. Given two drug SMILES strings and cell line genomic features, predict the synergy score measuring deviation from expected non-interaction effect. (1) Drug 1: C1CC(=O)NC(=O)C1N2CC3=C(C2=O)C=CC=C3N. Drug 2: CCC1(CC2CC(C3=C(CCN(C2)C1)C4=CC=CC=C4N3)(C5=C(C=C6C(=C5)C78CCN9C7C(C=CC9)(C(C(C8N6C)(C(=O)OC)O)OC(=O)C)CC)OC)C(=O)OC)O.OS(=O)(=O)O. Cell line: MCF7. Synergy scores: CSS=21.7, Synergy_ZIP=-0.810, Synergy_Bliss=1.71, Synergy_Loewe=-29.2, Synergy_HSA=3.01. (2) Drug 1: CC12CCC(CC1=CCC3C2CCC4(C3CC=C4C5=CN=CC=C5)C)O. Drug 2: C1=CC(=C2C(=C1NCCNCCO)C(=O)C3=C(C=CC(=C3C2=O)O)O)NCCNCCO. Cell line: SK-MEL-2. Synergy scores: CSS=52.2, Synergy_ZIP=6.18, Synergy_Bliss=8.64, Synergy_Loewe=-22.9, Synergy_HSA=7.20. (3) Drug 1: CN(C)C1=NC(=NC(=N1)N(C)C)N(C)C. Drug 2: CC1C(C(CC(O1)OC2CC(CC3=C2C(=C4C(=C3O)C(=O)C5=C(C4=O)C(=CC=C5)OC)O)(C(=O)CO)O)N)O.Cl. Cell line: ACHN. Synergy scores: CSS=39.2, Synergy_ZIP=-2.82, Synergy_Bliss=-6.19, Synergy_Loewe=-12.3, Synergy_HSA=-4.98.